Dataset: Reaction yield outcomes from USPTO patents with 853,638 reactions. Task: Predict the reaction yield, written as a fraction of the theoretical maximum amount of product (1.0 means a 100% yield; for example, 0.34 means a 34% yield). The reactants are [CH:1]1([C:6]2([CH2:14][CH2:15][C:16]3[CH:21]=[CH:20][C:19]([O:22][CH3:23])=[CH:18][C:17]=3[O:24][CH3:25])[O:11][C:10](=[O:12])[CH2:9][C:8](=[O:13])[CH2:7]2)[CH2:5][CH2:4][CH2:3][CH2:2]1.C(N(CC)CC)C.[CH3:33][C:34]1[CH:38]=[C:37]([CH2:39][C:40](O)=[O:41])[O:36][N:35]=1.C(Cl)CCl. The catalyst is C(Cl)Cl.CN(C1C=CN=CC=1)C. The product is [CH:1]1([C:6]2([CH2:14][CH2:15][C:16]3[CH:21]=[CH:20][C:19]([O:22][CH3:23])=[CH:18][C:17]=3[O:24][CH3:25])[O:11][C:10](=[O:12])[C:9]([C:40](=[O:41])[CH2:39][C:37]3[O:36][N:35]=[C:34]([CH3:33])[CH:38]=3)=[C:8]([OH:13])[CH2:7]2)[CH2:5][CH2:4][CH2:3][CH2:2]1. The yield is 0.370.